This data is from Reaction yield outcomes from USPTO patents with 853,638 reactions. The task is: Predict the reaction yield, written as a fraction of the theoretical maximum amount of product (1.0 means a 100% yield; for example, 0.34 means a 34% yield). (1) The reactants are [N+:1]([C:4]1[C:9]2[N:10]3[CH2:14][C:11]3([C:15]3[CH:20]=[CH:19][CH:18]=[CH:17][N:16]=3)[CH2:12][O:13][C:8]=2[CH:7]=[CH:6][CH:5]=1)([O-])=O.[H][H]. The catalyst is CO.O1CCCC1.[Pd]. The product is [CH3:14][C:11]1([C:15]2[CH:20]=[CH:19][CH:18]=[CH:17][N:16]=2)[NH:10][C:9]2=[C:4]([NH2:1])[CH:5]=[CH:6][CH:7]=[C:8]2[O:13][CH2:12]1. The yield is 0.300. (2) The reactants are [F:1][C:2]([F:28])([F:27])[C:3]1[CH:4]=[C:5]([NH:13][C:14](=[O:26])[C:15]2[CH:20]=[C:19](I)[CH:18]=[CH:17][C:16]=2[O:22][CH2:23][O:24][CH3:25])[CH:6]=[C:7]([C:9]([F:12])([F:11])[F:10])[CH:8]=1.C([Sn](CCCC)(CCCC)[C:34]1[CH:39]=[CH:38][CH:37]=[CH:36][N:35]=1)CCC.O. The catalyst is CN(C)C=O.Cl[Pd](Cl)([P](C1C=CC=CC=1)(C1C=CC=CC=1)C1C=CC=CC=1)[P](C1C=CC=CC=1)(C1C=CC=CC=1)C1C=CC=CC=1. The product is [F:1][C:2]([F:28])([F:27])[C:3]1[CH:4]=[C:5]([NH:13][C:14](=[O:26])[C:15]2[CH:20]=[C:19]([C:34]3[CH:39]=[CH:38][CH:37]=[CH:36][N:35]=3)[CH:18]=[CH:17][C:16]=2[O:22][CH2:23][O:24][CH3:25])[CH:6]=[C:7]([C:9]([F:12])([F:11])[F:10])[CH:8]=1. The yield is 0.208. (3) The reactants are [OH:1][C:2]1[CH:3]=[C:4]([CH:16]=[CH:17][CH:18]=1)[C:5]1[CH2:6][O:7][C:8]2[C:13]([CH:14]=1)=[CH:12][CH:11]=[C:10](O)[CH:9]=2.[NH2:19][C:20]1[CH:25]=[CH:24][C:23]([CH3:26])=[CH:22][CH:21]=1.[CH2:27]=[O:28].[CH2:29](O)C. No catalyst specified. The product is [C:23]1([CH3:26])[CH:24]=[CH:25][C:20]([N:19]2[CH2:29][C:11]3[CH:12]=[C:13]4[C:8](=[CH:9][C:10]=3[O:28][CH2:27]2)[O:7][CH2:6][C:5]([C:4]2[CH:3]=[C:2]([OH:1])[CH:18]=[CH:17][CH:16]=2)=[CH:14]4)=[CH:21][CH:22]=1. The yield is 0.300.